Dataset: Full USPTO retrosynthesis dataset with 1.9M reactions from patents (1976-2016). Task: Predict the reactants needed to synthesize the given product. (1) Given the product [C:1]([Si:5]([CH3:14])([CH3:13])[O:6][C@H:7]1[CH2:8][CH2:9][C@@H:10]([OH:12])[CH2:11]1)([CH3:4])([CH3:3])[CH3:2], predict the reactants needed to synthesize it. The reactants are: [C:1]([Si:5]([CH3:14])([CH3:13])[O:6][C@@H:7]1[CH2:11][C@H:10]([OH:12])[CH:9]=[CH:8]1)([CH3:4])([CH3:3])[CH3:2]. (2) Given the product [CH3:3][N:2]([CH3:1])[CH2:4][CH2:5][N:6]1[C:20](=[O:21])[C:15]2[CH:16]=[C:17]([NH:19][C:30]([NH:29][C:26]3[CH:27]=[CH:28][C:23]([Cl:22])=[CH:24][CH:25]=3)=[S:31])[CH:18]=[C:13]3[C:14]=2[C:9](=[CH:10][CH:11]=[CH:12]3)[C:7]1=[O:8], predict the reactants needed to synthesize it. The reactants are: [CH3:1][N:2]([CH2:4][CH2:5][N:6]1[C:20](=[O:21])[C:15]2=[CH:16][C:17]([NH2:19])=[CH:18][C:13]3[C:14]2=[C:9]([CH:10]=[CH:11][CH:12]=3)[C:7]1=[O:8])[CH3:3].[Cl:22][C:23]1[CH:28]=[CH:27][C:26]([N:29]=[C:30]=[S:31])=[CH:25][CH:24]=1. (3) Given the product [CH3:19][O:18][C:13]1[CH:14]=[CH:15][CH:16]=[CH:17][C:12]=1[C:11]([O:1][CH2:2][P:3]([O:7][CH2:8][CH3:9])([O:4][CH2:5][CH3:6])=[O:10])=[O:20], predict the reactants needed to synthesize it. The reactants are: [OH:1][CH2:2][P:3](=[O:10])([O:7][CH2:8][CH3:9])[O:4][CH2:5][CH3:6].[C:11](Cl)(=[O:20])[C:12]1[C:13]([O:18][CH3:19])=[CH:14][CH:15]=[CH:16][CH:17]=1.N1C=CC=CC=1. (4) Given the product [Cl:20][C:17]1[CH:18]=[CH:19][C:14]([C:6]2[NH:7][C:8]3[C:13]([C:5]=2[CH2:4][C:3]([OH:33])=[O:2])=[CH:12][CH:11]=[CH:10][CH:9]=3)=[CH:15][C:16]=1[NH:21][S:22]([CH2:25][C:26]1[CH:31]=[CH:30][CH:29]=[C:28]([Cl:32])[CH:27]=1)(=[O:24])=[O:23], predict the reactants needed to synthesize it. The reactants are: C[O:2][C:3](=[O:33])[CH2:4][C:5]1[C:13]2[C:8](=[CH:9][CH:10]=[CH:11][CH:12]=2)[NH:7][C:6]=1[C:14]1[CH:19]=[CH:18][C:17]([Cl:20])=[C:16]([NH:21][S:22]([CH2:25][C:26]2[CH:31]=[CH:30][CH:29]=[C:28]([Cl:32])[CH:27]=2)(=[O:24])=[O:23])[CH:15]=1.C1COCC1.CO.[OH-].[Li+]. (5) Given the product [CH3:1][O:2][C:3]1[CH:4]=[CH:5][CH:6]=[C:7]2[C:11]=1[CH:10]([N:12]1[C:17]3[N:18]=[C:19]([NH:37][C:36]4[CH:35]=[CH:34][C:33]([N:30]5[CH2:29][CH2:28][N:27]([CH3:26])[CH2:32][CH2:31]5)=[CH:39][CH:38]=4)[N:20]=[CH:21][C:16]=3[CH:15]=[CH:14][C:13]1=[O:25])[CH2:9][CH2:8]2, predict the reactants needed to synthesize it. The reactants are: [CH3:1][O:2][C:3]1[CH:4]=[CH:5][CH:6]=[C:7]2[C:11]=1[CH:10]([N:12]1[C:17]3[N:18]=[C:19](S(C)=O)[N:20]=[CH:21][C:16]=3[CH:15]=[CH:14][C:13]1=[O:25])[CH2:9][CH2:8]2.[CH3:26][N:27]1[CH2:32][CH2:31][N:30]([C:33]2[CH:39]=[CH:38][C:36]([NH2:37])=[CH:35][CH:34]=2)[CH2:29][CH2:28]1. (6) Given the product [CH3:19][C:13]1([C:11]([C:10]2[C:4]3[C:5](=[N:6][CH:7]=[C:2]([C:21]4[S:20][CH:24]=[CH:23][CH:22]=4)[N:3]=3)[NH:8][CH:9]=2)=[O:12])[CH2:18][CH2:17][CH2:16][CH2:15][CH2:14]1, predict the reactants needed to synthesize it. The reactants are: Br[C:2]1[N:3]=[C:4]2[C:10]([C:11]([C:13]3([CH3:19])[CH2:18][CH2:17][CH2:16][CH2:15][CH2:14]3)=[O:12])=[CH:9][NH:8][C:5]2=[N:6][CH:7]=1.[S:20]1[CH:24]=[CH:23][CH:22]=[C:21]1B(O)O. (7) Given the product [CH2:1]([O:8][CH2:9][CH2:10][S:11][C:12]1[CH:17]=[CH:16][CH:15]=[CH:14][C:13]=1[C:18]([NH:21][C:22]1[C:23](=[O:43])[N:24]([C:29]2[CH:30]=[C:31]([CH:38]=[C:39]([F:42])[C:40]=2[CH3:41])[C:32]([NH:34][CH:35]2[CH2:37][CH2:36]2)=[O:33])[CH:25]=[CH:26][N:27]=1)([CH3:20])[CH3:19])[C:2]1[CH:7]=[CH:6][CH:5]=[CH:4][CH:3]=1, predict the reactants needed to synthesize it. The reactants are: [CH2:1]([O:8][CH2:9][CH2:10][S:11][C:12]1[CH:17]=[CH:16][CH:15]=[CH:14][C:13]=1[C:18]([NH:21][C:22]1[C:23](=[O:43])[N:24]([C:29]2[CH:30]=[C:31]([CH:38]=[C:39]([F:42])[C:40]=2[CH3:41])[C:32]([NH:34][CH:35]2[CH2:37][CH2:36]2)=[O:33])[CH:25]=[C:26](Br)[N:27]=1)([CH3:20])[CH3:19])[C:2]1[CH:7]=[CH:6][CH:5]=[CH:4][CH:3]=1.C([O-])=O.[NH4+]. (8) Given the product [CH2:1]1[CH:5]([CH2:6][CH2:7][CH2:8][CH2:9][C:10]([OH:12])=[O:11])[S:4][S:3][CH2:2]1, predict the reactants needed to synthesize it. The reactants are: [CH2:1]1[C@@H:5]([CH2:6][CH2:7][CH2:8][CH2:9][C:10]([OH:12])=[O:11])[S:4][S:3][CH2:2]1.O=S(Cl)Cl. (9) Given the product [F:1][CH2:2][CH2:3][CH2:4][O:5][C:6]1[CH:14]=[C:13]2[C:9]([CH2:10][C:11]3([CH2:16][CH2:17][CH:18]([OH:21])[CH2:19][CH2:20]3)[C:12]2=[O:15])=[CH:8][CH:7]=1, predict the reactants needed to synthesize it. The reactants are: [F:1][C:2](F)(F)[CH2:3][CH2:4][O:5][C:6]1[CH:14]=[C:13]2[C:9]([CH2:10][C:11]3([CH2:20][CH2:19][C:18](=[O:21])[CH2:17][CH2:16]3)[C:12]2=[O:15])=[CH:8][CH:7]=1.FCCCOC1C=C2C(CCC2=O)=CC=1.C(OC)(=O)C=C. (10) Given the product [CH3:25][N:11]([C:12]1[CH:17]=[CH:16][CH:15]=[C:14]([NH:18][C:19](=[O:24])[C:20]([F:23])([F:22])[F:21])[CH:13]=1)[C:6]1[N:5]=[C:4]2[S:3][C:2]([NH:1][C:29]([CH:26]3[CH2:28][CH2:27]3)=[O:30])=[N:10][C:9]2=[CH:8][CH:7]=1, predict the reactants needed to synthesize it. The reactants are: [NH2:1][C:2]1[S:3][C:4]2[C:9]([N:10]=1)=[CH:8][CH:7]=[C:6]([N:11]([CH3:25])[C:12]1[CH:13]=[C:14]([NH:18][C:19](=[O:24])[C:20]([F:23])([F:22])[F:21])[CH:15]=[CH:16][CH:17]=1)[N:5]=2.[CH:26]1([C:29](Cl)=[O:30])[CH2:28][CH2:27]1.